Dataset: Forward reaction prediction with 1.9M reactions from USPTO patents (1976-2016). Task: Predict the product of the given reaction. (1) Given the reactants [F:1][C:2]1[CH:7]=[C:6]([CH:8]2[CH2:13][CH2:12][NH:11][CH2:10][CH2:9]2)[CH:5]=[CH:4][C:3]=1[NH:14][C:15]1[N:20]=[C:19]([CH2:21][CH2:22][C:23]2[CH:28]=[CH:27][CH:26]=[CH:25][C:24]=2[CH2:29][C:30]([O:32][CH3:33])=[O:31])[C:18]([C:34]([F:37])([F:36])[F:35])=[CH:17][N:16]=1.[CH3:38][C:39]([O:42][C:43](O[C:43]([O:42][C:39]([CH3:41])([CH3:40])[CH3:38])=[O:44])=[O:44])([CH3:41])[CH3:40].C(N(CC)CC)C, predict the reaction product. The product is: [F:1][C:2]1[CH:7]=[C:6]([CH:8]2[CH2:13][CH2:12][N:11]([C:43]([O:42][C:39]([CH3:41])([CH3:40])[CH3:38])=[O:44])[CH2:10][CH2:9]2)[CH:5]=[CH:4][C:3]=1[NH:14][C:15]1[N:20]=[C:19]([CH2:21][CH2:22][C:23]2[CH:28]=[CH:27][CH:26]=[CH:25][C:24]=2[CH2:29][C:30]([O:32][CH3:33])=[O:31])[C:18]([C:34]([F:35])([F:37])[F:36])=[CH:17][N:16]=1. (2) Given the reactants [NH2:1][C:2]1[CH:7]=[CH:6][C:5]([N:8]2[CH2:14][CH2:13][CH2:12][N:11](C(OC(C)(C)C)=O)[CH2:10][CH2:9]2)=[CH:4][C:3]=1[NH:22][S:23]([C:26]1[CH:31]=[CH:30][CH:29]=[CH:28][CH:27]=1)(=[O:25])=[O:24].[CH2:32]([O:36][C:37]1[CH:42]=[CH:41][C:40]([S:43]([Cl:46])(=[O:45])=[O:44])=[CH:39][CH:38]=1)[CH2:33][CH2:34][CH3:35], predict the reaction product. The product is: [ClH:46].[CH2:32]([O:36][C:37]1[CH:42]=[CH:41][C:40]([S:43]([NH:1][C:2]2[CH:7]=[CH:6][C:5]([N:8]3[CH2:14][CH2:13][CH2:12][NH:11][CH2:10][CH2:9]3)=[CH:4][C:3]=2[NH:22][S:23]([C:26]2[CH:31]=[CH:30][CH:29]=[CH:28][CH:27]=2)(=[O:25])=[O:24])(=[O:45])=[O:44])=[CH:39][CH:38]=1)[CH2:33][CH2:34][CH3:35].